Dataset: Reaction yield outcomes from USPTO patents with 853,638 reactions. Task: Predict the reaction yield, written as a fraction of the theoretical maximum amount of product (1.0 means a 100% yield; for example, 0.34 means a 34% yield). (1) The reactants are [Br:1][C:2]1[C:7]([CH2:8][CH2:9][CH2:10][OH:11])=[C:6]([O:12][Si](C(C)(C)C)(C)C)[C:5]([Cl:20])=[C:4]([CH2:21][C:22]2[CH:27]=[CH:26][C:25]([O:28][CH3:29])=[CH:24][CH:23]=2)[CH:3]=1.CCCC[N+](CCCC)(CCCC)CCCC.[F-]. The catalyst is C1COCC1. The product is [Br:1][C:2]1[C:7]([CH2:8][CH2:9][CH2:10][OH:11])=[C:6]([OH:12])[C:5]([Cl:20])=[C:4]([CH2:21][C:22]2[CH:23]=[CH:24][C:25]([O:28][CH3:29])=[CH:26][CH:27]=2)[CH:3]=1. The yield is 0.890. (2) The reactants are [Br:1][C:2]1[CH:3]=[C:4]([C:14]([O:16][CH3:17])=[O:15])[C:5]2[CH:6]=[CH:7][N:8]([CH:11]([CH3:13])[CH3:12])[C:9]=2[CH:10]=1.[B-](F)(F)(F)[F:19].[B-](F)(F)(F)F.C1[N+]2(CCl)CC[N+](F)(CC2)C1.[N+](CC)([O-])=O. The product is [Br:1][C:2]1[CH:3]=[C:4]([C:14]([O:16][CH3:17])=[O:15])[C:5]2[C:6]([F:19])=[CH:7][N:8]([CH:11]([CH3:13])[CH3:12])[C:9]=2[CH:10]=1. No catalyst specified. The yield is 0.205. (3) The reactants are [CH2:1]1[C:5]2([CH2:14][CH2:13][CH2:12][C:7]3([CH2:11][CH2:10][CH2:9][CH2:8]3)[C:6]2=[O:15])[CH2:4][CH2:3][CH2:2]1.[BH4-].[Na+].[CH2:18]1[C:22]2(CCCC3(CCCC3)[CH:23]2[OH:32])[CH2:21]CC1. The catalyst is [OH-].[Na+].C1(C)C=CC=CC=1.O1CCCC1.O.CO. The product is [C:23]([O:15][CH:6]1[C:5]2([CH2:1][CH2:2][CH2:3][CH2:4]2)[CH2:14][CH2:13][CH2:12][C:7]21[CH2:11][CH2:10][CH2:9][CH2:8]2)(=[O:32])[C:22]([CH3:18])=[CH2:21]. The yield is 0.990. (4) The reactants are Cl[C:2]1[N:3]=[N:4][C:5](Cl)=[CH:6][C:7]=1[C:8]1[CH:13]=[CH:12][CH:11]=[C:10]([N+:14]([O-])=O)[CH:9]=1.C(=O)([O-])O.[Na+]. The catalyst is O1CCCC1.C(O)C.[Pd]. The product is [N:4]1[CH:5]=[CH:6][C:7]([C:8]2[CH:9]=[C:10]([NH2:14])[CH:11]=[CH:12][CH:13]=2)=[CH:2][N:3]=1. The yield is 0.883. (5) The reactants are [CH3:1][N:2]([C:4](=[O:7])[CH2:5][CH3:6])[NH2:3].O=[C:9]([C:15]([O:17][CH2:18][CH3:19])=[O:16])[C:10]([O:12][CH2:13][CH3:14])=[O:11]. The catalyst is C1(C)C=CC=CC=1. The product is [CH3:1][N:2]([C:4](=[O:7])[CH2:5][CH3:6])[N:3]=[C:9]([C:10]([O:12][CH2:13][CH3:14])=[O:11])[C:15]([O:17][CH2:18][CH3:19])=[O:16]. The yield is 0.490. (6) The reactants are [C:1]([C:5]1[CH:10]=[CH:9][C:8]([OH:11])=[CH:7][CH:6]=1)([CH3:4])([CH3:3])[CH3:2].CO.O.C(Cl)[Cl:16]. No catalyst specified. The product is [C:1]([C:5]1[CH:6]=[CH:7][C:8]([OH:11])=[C:9]([Cl:16])[CH:10]=1)([CH3:4])([CH3:2])[CH3:3]. The yield is 0.950.